This data is from Full USPTO retrosynthesis dataset with 1.9M reactions from patents (1976-2016). The task is: Predict the reactants needed to synthesize the given product. (1) Given the product [NH2:21][C@H:18]([CH2:19][CH3:20])[CH2:17][N:13]1[CH:14]=[CH:15][C:11]([C:8]2[CH:7]=[CH:6][C:3]([C:4]#[N:5])=[C:2]([Cl:1])[C:9]=2[CH3:10])=[N:12]1, predict the reactants needed to synthesize it. The reactants are: [Cl:1][C:2]1[C:9]([CH3:10])=[C:8]([C:11]2[CH:15]=[CH:14][NH:13][N:12]=2)[CH:7]=[CH:6][C:3]=1[C:4]#[N:5].O[CH2:17][C@H:18]([NH:21]C(=O)OC(C)(C)C)[CH2:19][CH3:20]. (2) Given the product [NH2:23][C:21]([C:16]1[CH:17]=[N:18][C:19]2[C:14]([C:15]=1[NH:25][C:26]1[CH:27]=[C:28]([CH:32]=[C:33]([C:35]3[CH:39]=[CH:38][O:37][CH:36]=3)[CH:34]=1)[C:29]([OH:31])=[O:30])=[CH:13][CH:12]=[C:11]([C:6]1[C:7]([O:9][CH3:10])=[N:8][C:3]([O:2][CH3:1])=[N:4][CH:5]=1)[CH:20]=2)=[O:22], predict the reactants needed to synthesize it. The reactants are: [CH3:1][O:2][C:3]1[N:8]=[C:7]([O:9][CH3:10])[C:6]([C:11]2[CH:20]=[C:19]3[C:14]([C:15](Cl)=[C:16]([C:21]([NH2:23])=[O:22])[CH:17]=[N:18]3)=[CH:13][CH:12]=2)=[CH:5][N:4]=1.[NH2:25][C:26]1[CH:27]=[C:28]([CH:32]=[C:33]([C:35]2[CH:39]=[CH:38][O:37][CH:36]=2)[CH:34]=1)[C:29]([OH:31])=[O:30]. (3) Given the product [CH3:1][N:2]1[CH2:3][CH2:4][N:5]([C:8]2[CH:9]=[CH:10][C:11]([C:14]3[S:16][C:21]4[CH:22]([OH:23])[CH2:17][CH2:18][CH2:19][C:20]=4[N:15]=3)=[CH:12][CH:13]=2)[CH2:6][CH2:7]1, predict the reactants needed to synthesize it. The reactants are: [CH3:1][N:2]1[CH2:7][CH2:6][N:5]([C:8]2[CH:13]=[CH:12][C:11]([C:14](=[S:16])[NH2:15])=[CH:10][CH:9]=2)[CH2:4][CH2:3]1.[CH:17]12[O:23][CH:22]1[CH2:21][CH2:20][CH2:19][C:18]2=O. (4) Given the product [Cl:32][C:33]1[CH:34]=[C:35]([C@H:40]([CH2:59][CH2:60][OH:61])[CH2:41][NH:42][C:43]([C:45]2[C:54]3[C:49](=[CH:50][CH:51]=[CH:52][CH:53]=3)[CH:48]=[C:47]([C:55]#[N:56])[C:46]=2[CH2:57][CH3:58])=[O:44])[CH:36]=[CH:37][C:38]=1[Cl:39].[Cl:32][C:33]1[CH:34]=[C:35]([C@H:40]([CH2:59][C:60]([OH:14])=[O:61])[CH2:41][NH:42][C:43]([C:45]2[C:54]3[C:49](=[CH:50][CH:51]=[CH:52][CH:53]=3)[CH:48]=[C:47]([C:55]#[N:56])[C:46]=2[CH2:57][CH3:58])=[O:44])[CH:36]=[CH:37][C:38]=1[Cl:39].[C:15]([C:17]1[C:18]([CH2:30][CH3:31])=[C:19]([C:27]([Cl:29])=[O:28])[C:20]2[C:25]([CH:26]=1)=[CH:24][CH:23]=[CH:22][CH:21]=2)#[N:16].[C:62]([C:64]1[C:65]([CH2:77][CH3:78])=[C:66]([C:74]([OH:76])=[O:75])[C:67]2[C:72]([CH:73]=1)=[CH:71][CH:70]=[CH:69][CH:68]=2)#[N:63], predict the reactants needed to synthesize it. The reactants are: ClC1C=C([C@H](CC[OH:14])CN)C=CC=1Cl.[C:15]([C:17]1[C:18]([CH2:30][CH3:31])=[C:19]([C:27]([Cl:29])=[O:28])[C:20]2[C:25]([CH:26]=1)=[CH:24][CH:23]=[CH:22][CH:21]=2)#[N:16].[Cl:32][C:33]1[CH:34]=[C:35]([C@H:40]([CH2:59][CH2:60][OH:61])[CH2:41][NH:42][C:43]([C:45]2[C:54]3[C:49](=[CH:50][CH:51]=[CH:52][CH:53]=3)[CH:48]=[C:47]([C:55]#[N:56])[C:46]=2[CH2:57][CH3:58])=[O:44])[CH:36]=[CH:37][C:38]=1[Cl:39].[C:62]([C:64]1[C:65]([CH2:77][CH3:78])=[C:66]([C:74]([OH:76])=[O:75])[C:67]2[C:72]([CH:73]=1)=[CH:71][CH:70]=[CH:69][CH:68]=2)#[N:63].C(Cl)(=O)C(Cl)=O. (5) Given the product [C:34]([O:33][C:32](=[O:38])[NH:31][CH2:30][CH2:29][CH2:28][O:1][C:2]1[CH:3]=[C:4]([CH3:26])[C:5]([C:9]2[CH:14]=[CH:13][CH:12]=[C:11]([CH2:15][O:16][C:17]3[CH:18]=[CH:19][C:20]([CH:21]=[O:22])=[CH:23][CH:24]=3)[C:10]=2[CH3:25])=[C:6]([CH3:8])[CH:7]=1)([CH3:37])([CH3:36])[CH3:35], predict the reactants needed to synthesize it. The reactants are: [OH:1][C:2]1[CH:7]=[C:6]([CH3:8])[C:5]([C:9]2[CH:14]=[CH:13][CH:12]=[C:11]([CH2:15][O:16][C:17]3[CH:24]=[CH:23][C:20]([CH:21]=[O:22])=[CH:19][CH:18]=3)[C:10]=2[CH3:25])=[C:4]([CH3:26])[CH:3]=1.Br[CH2:28][CH2:29][CH2:30][NH:31][C:32](=[O:38])[O:33][C:34]([CH3:37])([CH3:36])[CH3:35].C(=O)([O-])[O-].[Cs+].[Cs+].